Dataset: Full USPTO retrosynthesis dataset with 1.9M reactions from patents (1976-2016). Task: Predict the reactants needed to synthesize the given product. (1) Given the product [Cl:22][C:16]1[CH:15]=[C:14]2[C:19]([C:20](=[O:21])[C:11]([CH2:10][NH:9][C:7]([C:4]3[S:3][C:2]([N:29]4[CH2:34][CH2:33][O:32][CH2:31][CH2:30]4)=[N:6][CH:5]=3)=[O:8])=[CH:12][N:13]2[C:23]2[CH:28]=[CH:27][CH:26]=[CH:25][CH:24]=2)=[CH:18][CH:17]=1, predict the reactants needed to synthesize it. The reactants are: Br[C:2]1[S:3][C:4]([C:7]([NH:9][CH2:10][C:11]2[C:20](=[O:21])[C:19]3[C:14](=[CH:15][C:16]([Cl:22])=[CH:17][CH:18]=3)[N:13]([C:23]3[CH:28]=[CH:27][CH:26]=[CH:25][CH:24]=3)[CH:12]=2)=[O:8])=[CH:5][N:6]=1.[NH:29]1[CH2:34][CH2:33][O:32][CH2:31][CH2:30]1. (2) Given the product [Cl:21][C:22]1[CH:27]=[CH:26][C:25]([C:2]2[N:6]([CH2:7][C:8]3[CH:13]=[CH:12][CH:11]=[C:10]([F:14])[CH:9]=3)[C:5](=[O:15])[N:4]([CH2:16][C:17]([O:19][CH3:20])=[O:18])[N:3]=2)=[C:24]([O:31][CH3:32])[CH:23]=1, predict the reactants needed to synthesize it. The reactants are: Br[C:2]1[N:6]([CH2:7][C:8]2[CH:13]=[CH:12][CH:11]=[C:10]([F:14])[CH:9]=2)[C:5](=[O:15])[N:4]([CH2:16][C:17]([O:19][CH3:20])=[O:18])[N:3]=1.[Cl:21][C:22]1[CH:27]=[CH:26][C:25](B(O)O)=[C:24]([O:31][CH3:32])[CH:23]=1.C(=O)([O-])[O-].[Na+].[Na+].Cl. (3) Given the product [CH3:1][C:2]1[CH:7]=[C:6]([CH3:8])[NH:5][C:4](=[O:9])[C:3]=1[CH2:10][NH:11][C:12]([C:14]1[CH:15]=[C:16]([C:30]2[CH:35]=[CH:34][C:33]([CH2:53][N:52]3[CH2:55][CH2:56][O:73][CH2:51][CH2:50]3)=[CH:32][CH:31]=2)[CH:17]=[C:18]([N:21]([CH2:28][CH3:29])[CH:22]2[CH2:27][CH2:26][N:25]([C:43](=[O:49])[C:44]([CH3:47])([CH3:46])[CH3:45])[CH2:24][CH2:23]2)[C:19]=1[CH3:20])=[O:13], predict the reactants needed to synthesize it. The reactants are: [CH3:1][C:2]1[CH:7]=[C:6]([CH3:8])[NH:5][C:4](=[O:9])[C:3]=1[CH2:10][NH:11][C:12]([C:14]1[CH:15]=[C:16]([C:30]2[CH:35]=[C:34](CN3CCOCC3)[CH:33]=[CH:32][CH:31]=2)[CH:17]=[C:18]([N:21]([CH2:28][CH3:29])[CH:22]2[CH2:27][CH2:26][NH:25][CH2:24][CH2:23]2)[C:19]=1[CH3:20])=[O:13].[C:43]([OH:49])(=O)[C:44]([CH3:47])([CH3:46])[CH3:45].[CH2:50]([N:52]([CH2:55][CH3:56])[CH2:53]C)[CH3:51].C1CN([P+]([O:73]N2N=NC3C=CC=CC2=3)(N2CCCC2)N2CCCC2)CC1.F[P-](F)(F)(F)(F)F.